The task is: Regression. Given two drug SMILES strings and cell line genomic features, predict the synergy score measuring deviation from expected non-interaction effect.. This data is from NCI-60 drug combinations with 297,098 pairs across 59 cell lines. (1) Drug 1: CC1CCC2CC(C(=CC=CC=CC(CC(C(=O)C(C(C(=CC(C(=O)CC(OC(=O)C3CCCCN3C(=O)C(=O)C1(O2)O)C(C)CC4CCC(C(C4)OC)OCCO)C)C)O)OC)C)C)C)OC. Drug 2: C(CN)CNCCSP(=O)(O)O. Cell line: 786-0. Synergy scores: CSS=21.9, Synergy_ZIP=0.474, Synergy_Bliss=0.307, Synergy_Loewe=-86.1, Synergy_HSA=-0.777. (2) Drug 1: CN(C)C1=NC(=NC(=N1)N(C)C)N(C)C. Drug 2: CC1=C(C(=O)C2=C(C1=O)N3CC4C(C3(C2COC(=O)N)OC)N4)N. Cell line: UO-31. Synergy scores: CSS=0.0240, Synergy_ZIP=-2.68, Synergy_Bliss=-2.44, Synergy_Loewe=-15.8, Synergy_HSA=-3.96. (3) Drug 1: CC1CCC2CC(C(=CC=CC=CC(CC(C(=O)C(C(C(=CC(C(=O)CC(OC(=O)C3CCCCN3C(=O)C(=O)C1(O2)O)C(C)CC4CCC(C(C4)OC)O)C)C)O)OC)C)C)C)OC. Drug 2: CC1=C2C(C(=O)C3(C(CC4C(C3C(C(C2(C)C)(CC1OC(=O)C(C(C5=CC=CC=C5)NC(=O)OC(C)(C)C)O)O)OC(=O)C6=CC=CC=C6)(CO4)OC(=O)C)O)C)O. Cell line: SR. Synergy scores: CSS=21.2, Synergy_ZIP=-2.82, Synergy_Bliss=-10.9, Synergy_Loewe=-13.8, Synergy_HSA=-13.6. (4) Cell line: DU-145. Drug 2: CCC1=CC2CC(C3=C(CN(C2)C1)C4=CC=CC=C4N3)(C5=C(C=C6C(=C5)C78CCN9C7C(C=CC9)(C(C(C8N6C)(C(=O)OC)O)OC(=O)C)CC)OC)C(=O)OC.C(C(C(=O)O)O)(C(=O)O)O. Drug 1: C1CCN(CC1)CCOC2=CC=C(C=C2)C(=O)C3=C(SC4=C3C=CC(=C4)O)C5=CC=C(C=C5)O. Synergy scores: CSS=25.4, Synergy_ZIP=0.0587, Synergy_Bliss=-0.908, Synergy_Loewe=-23.2, Synergy_HSA=-2.03.